Dataset: Reaction yield outcomes from USPTO patents with 853,638 reactions. Task: Predict the reaction yield, written as a fraction of the theoretical maximum amount of product (1.0 means a 100% yield; for example, 0.34 means a 34% yield). (1) The catalyst is O. The reactants are [CH3:1][C@@:2]1([CH2:8][CH2:9][C:10]2[NH:11][C:12]([C:15](=[O:26])[CH2:16][CH2:17][CH2:18][CH2:19][C:20]3[CH:25]=[CH:24][CH:23]=[CH:22][CH:21]=3)=[CH:13][CH:14]=2)[CH2:6][O:5]C(=O)[NH:3]1.CO.O1CCCC1.[OH-].[Na+]. The product is [NH2:3][C@:2]([CH3:1])([CH2:8][CH2:9][C:10]1[NH:11][C:12]([C:15](=[O:26])[CH2:16][CH2:17][CH2:18][CH2:19][C:20]2[CH:21]=[CH:22][CH:23]=[CH:24][CH:25]=2)=[CH:13][CH:14]=1)[CH2:6][OH:5]. The yield is 0.790. (2) The reactants are [N:1]([C@H:4]1[C@@H:9]([CH3:10])[CH2:8][N:7]([C:11]2[CH:16]=[CH:15][N:14]=[CH:13][C:12]=2[NH:17][C:18](=[O:34])[C:19]2[CH:24]=[CH:23][C:22]([F:25])=[C:21]([C:26]3[C:31]([F:32])=[CH:30][CH:29]=[CH:28][C:27]=3[F:33])[N:20]=2)[CH2:6][C@H:5]1[NH:35][C:36](=[O:42])[O:37][C:38]([CH3:41])([CH3:40])[CH3:39])=[N+:2]=[N-:3].C.[CH3:44][O:45][CH2:46][C:47]#[CH:48].C(N(CC)CC)C. The catalyst is O1CCOCC1.[Cu]. The product is [F:32][C:31]1[CH:30]=[CH:29][CH:28]=[C:27]([F:33])[C:26]=1[C:21]1[N:20]=[C:19]([C:18]([NH:17][C:12]2[CH:13]=[N:14][CH:15]=[CH:16][C:11]=2[N:7]2[CH2:8][C@H:9]([CH3:10])[C@H:4]([N:1]3[CH:48]=[C:47]([CH2:46][O:45][CH3:44])[N:3]=[N:2]3)[C@H:5]([NH:35][C:36](=[O:42])[O:37][C:38]([CH3:41])([CH3:40])[CH3:39])[CH2:6]2)=[O:34])[CH:24]=[CH:23][C:22]=1[F:25]. The yield is 0.950. (3) The reactants are C[O:2][C:3](=[O:20])[C:4]([C:13]1[CH:18]=[CH:17][C:16]([Cl:19])=[CH:15][CH:14]=1)([C:6]1[CH:11]=[CH:10][C:9]([Cl:12])=[CH:8][CH:7]=1)[CH3:5]. The catalyst is C1COCC1.O.CO. The product is [Cl:12][C:9]1[CH:8]=[CH:7][C:6]([C:4]([C:13]2[CH:14]=[CH:15][C:16]([Cl:19])=[CH:17][CH:18]=2)([CH3:5])[C:3]([OH:20])=[O:2])=[CH:11][CH:10]=1. The yield is 0.930. (4) The reactants are [NH2:1][C:2]1[CH:30]=[CH:29][C:5]([O:6][C:7]2[N:12]=[CH:11][N:10]=[C:9]([NH:13][C:14](=[O:28])[N:15]([CH:17]3[CH2:22][CH2:21][N:20]([CH2:23][CH2:24][N:25]([CH3:27])[CH3:26])[CH2:19][CH2:18]3)[CH3:16])[CH:8]=2)=[C:4]([F:31])[CH:3]=1.[C@]12(CS(O)(=O)=O)C(C)(C)C(CC1)CC2=O.[C:47]1([CH2:53][C:54]([N:56]=[C:57]=[S:58])=[O:55])[CH:52]=[CH:51][CH:50]=[CH:49][CH:48]=1.CCCCCC. The catalyst is C(O)C.C1(C)C=CC=CC=1.C(OCC)C. The product is [CH3:26][N:25]([CH3:27])[CH2:24][CH2:23][N:20]1[CH2:21][CH2:22][CH:17]([N:15]([CH3:16])[C:14]([NH:13][C:9]2[CH:8]=[C:7]([O:6][C:5]3[CH:29]=[CH:30][C:2]([NH:1][C:57]([NH:56][C:54](=[O:55])[CH2:53][C:47]4[CH:48]=[CH:49][CH:50]=[CH:51][CH:52]=4)=[S:58])=[CH:3][C:4]=3[F:31])[N:12]=[CH:11][N:10]=2)=[O:28])[CH2:18][CH2:19]1. The yield is 0.163.